This data is from Reaction yield outcomes from USPTO patents with 853,638 reactions. The task is: Predict the reaction yield, written as a fraction of the theoretical maximum amount of product (1.0 means a 100% yield; for example, 0.34 means a 34% yield). (1) The reactants are Br[C:2]1[CH:3]=[C:4]([CH:6]=[CH:7][CH:8]=1)[NH2:5].[CH2:9]([NH2:15])[CH2:10][CH2:11][CH2:12][CH2:13][CH3:14]. The yield is 0.710. No catalyst specified. The product is [NH2:15][C:9]1[CH:14]=[C:13]([CH:12]=[CH:11][CH:10]=1)[NH:5][CH2:4][CH2:3][CH2:2][CH2:8][CH2:7][CH3:6]. (2) The reactants are [C:1]([C:5]1[N:9]=[CH:8][NH:7][C:6]=1[CH2:10][OH:11])([CH3:4])([CH3:3])[CH3:2]. The catalyst is CC(C)=O.[O-2].[O-2].[Mn+4]. The product is [C:1]([C:5]1[N:9]=[CH:8][NH:7][C:6]=1[CH:10]=[O:11])([CH3:4])([CH3:2])[CH3:3]. The yield is 0.510.